From a dataset of NCI-60 drug combinations with 297,098 pairs across 59 cell lines. Regression. Given two drug SMILES strings and cell line genomic features, predict the synergy score measuring deviation from expected non-interaction effect. (1) Drug 1: C1=CC(=CC=C1CCCC(=O)O)N(CCCl)CCCl. Drug 2: C1=CC(=CC=C1C#N)C(C2=CC=C(C=C2)C#N)N3C=NC=N3. Cell line: KM12. Synergy scores: CSS=8.84, Synergy_ZIP=-4.77, Synergy_Bliss=-3.80, Synergy_Loewe=2.49, Synergy_HSA=0.983. (2) Drug 1: C(CN)CNCCSP(=O)(O)O. Drug 2: N.N.Cl[Pt+2]Cl. Cell line: CCRF-CEM. Synergy scores: CSS=66.4, Synergy_ZIP=-2.67, Synergy_Bliss=-4.81, Synergy_Loewe=-38.9, Synergy_HSA=-2.64. (3) Drug 1: C1CN1C2=NC(=NC(=N2)N3CC3)N4CC4. Drug 2: COC1=CC(=CC(=C1O)OC)C2C3C(COC3=O)C(C4=CC5=C(C=C24)OCO5)OC6C(C(C7C(O6)COC(O7)C8=CC=CS8)O)O. Cell line: MDA-MB-435. Synergy scores: CSS=32.1, Synergy_ZIP=-4.09, Synergy_Bliss=-0.0633, Synergy_Loewe=-2.77, Synergy_HSA=-0.367. (4) Drug 1: CN1CCC(CC1)COC2=C(C=C3C(=C2)N=CN=C3NC4=C(C=C(C=C4)Br)F)OC. Drug 2: CC(C)(C#N)C1=CC(=CC(=C1)CN2C=NC=N2)C(C)(C)C#N. Cell line: HCC-2998. Synergy scores: CSS=5.34, Synergy_ZIP=-0.562, Synergy_Bliss=3.69, Synergy_Loewe=3.85, Synergy_HSA=3.22. (5) Drug 1: C1=CC(=CC=C1CCCC(=O)O)N(CCCl)CCCl. Drug 2: C1C(C(OC1N2C=NC3=C2NC=NCC3O)CO)O. Cell line: T-47D. Synergy scores: CSS=25.7, Synergy_ZIP=-7.46, Synergy_Bliss=-3.22, Synergy_Loewe=-4.01, Synergy_HSA=-2.26. (6) Drug 1: CCCCC(=O)OCC(=O)C1(CC(C2=C(C1)C(=C3C(=C2O)C(=O)C4=C(C3=O)C=CC=C4OC)O)OC5CC(C(C(O5)C)O)NC(=O)C(F)(F)F)O. Drug 2: C1=NNC2=C1C(=O)NC=N2. Cell line: UACC-257. Synergy scores: CSS=60.3, Synergy_ZIP=6.66, Synergy_Bliss=4.46, Synergy_Loewe=-3.27, Synergy_HSA=5.78. (7) Drug 1: CCC1(CC2CC(C3=C(CCN(C2)C1)C4=CC=CC=C4N3)(C5=C(C=C6C(=C5)C78CCN9C7C(C=CC9)(C(C(C8N6C=O)(C(=O)OC)O)OC(=O)C)CC)OC)C(=O)OC)O.OS(=O)(=O)O. Drug 2: CC1=C(C(CCC1)(C)C)C=CC(=CC=CC(=CC(=O)O)C)C. Cell line: HL-60(TB). Synergy scores: CSS=25.1, Synergy_ZIP=-3.20, Synergy_Bliss=3.38, Synergy_Loewe=-10.4, Synergy_HSA=-9.33. (8) Drug 1: CC1=C2C(C(=O)C3(C(CC4C(C3C(C(C2(C)C)(CC1OC(=O)C(C(C5=CC=CC=C5)NC(=O)OC(C)(C)C)O)O)OC(=O)C6=CC=CC=C6)(CO4)OC(=O)C)O)C)O. Drug 2: C1=NC2=C(N1)C(=S)N=CN2. Cell line: NCI/ADR-RES. Synergy scores: CSS=6.01, Synergy_ZIP=-12.1, Synergy_Bliss=-24.6, Synergy_Loewe=-23.9, Synergy_HSA=-23.7. (9) Drug 1: CC(C1=C(C=CC(=C1Cl)F)Cl)OC2=C(N=CC(=C2)C3=CN(N=C3)C4CCNCC4)N. Drug 2: CN1C(=O)N2C=NC(=C2N=N1)C(=O)N. Cell line: OVCAR-8. Synergy scores: CSS=-1.94, Synergy_ZIP=0.509, Synergy_Bliss=-0.0155, Synergy_Loewe=-6.40, Synergy_HSA=-2.58.